Dataset: Forward reaction prediction with 1.9M reactions from USPTO patents (1976-2016). Task: Predict the product of the given reaction. (1) Given the reactants [S:1]1[CH:5]=[CH:4][CH:3]=[C:2]1/[CH:6]=[CH:7]/[C:8]([OH:10])=O.CCN(CC)CC.ClC(OCC(C)C)=O.[N-:26]=[N+:27]=[N-:28].[Na+], predict the reaction product. The product is: [S:1]1[CH:5]=[CH:4][CH:3]=[C:2]1/[CH:6]=[CH:7]/[C:8]([N:26]=[N+:27]=[N-:28])=[O:10]. (2) Given the reactants Cl[C:2]1[CH:3]=[N:4][CH:5]=[C:6]([Cl:16])[C:7]=1[N:8]1[CH2:13][CH2:12][CH:11]([C:14]#[N:15])[CH2:10][CH2:9]1.C(=O)([O-])[O-].[Na+].[Na+].[C:23](#N)[CH3:24], predict the reaction product. The product is: [Cl:16][C:6]1[CH:5]=[N:4][CH:3]=[C:2]([C:24]2[CH:23]=[CH:6][CH:7]=[CH:2][CH:3]=2)[C:7]=1[N:8]1[CH2:13][CH2:12][CH:11]([C:14]#[N:15])[CH2:10][CH2:9]1. (3) The product is: [C:8]([C:2]1([NH:1][C:10](=[O:11])[O:12][C:13]([CH3:16])([CH3:15])[CH3:14])[CH2:7][CH2:6][O:5][CH2:4][CH2:3]1)#[N:9]. Given the reactants [NH2:1][C:2]1([C:8]#[N:9])[CH2:7][CH2:6][O:5][CH2:4][CH2:3]1.[C:10](O[C:10]([O:12][C:13]([CH3:16])([CH3:15])[CH3:14])=[O:11])([O:12][C:13]([CH3:16])([CH3:15])[CH3:14])=[O:11].Cl, predict the reaction product. (4) Given the reactants Cl[C:2]1[CH:7]=[C:6]([O:8][C:9]2[C:14]([F:15])=[CH:13][C:12]([NH:16][C:17](=[O:26])[O:18][CH2:19][C:20]3[CH:25]=[CH:24][CH:23]=[CH:22][CH:21]=3)=[C:11]([F:27])[CH:10]=2)[N:5]=[CH:4][N:3]=1.[N-:28]=[N+:29]=[N-:30].[Na+], predict the reaction product. The product is: [N:28]([C:2]1[CH:7]=[C:6]([O:8][C:9]2[C:14]([F:15])=[CH:13][C:12]([NH:16][C:17](=[O:26])[O:18][CH2:19][C:20]3[CH:25]=[CH:24][CH:23]=[CH:22][CH:21]=3)=[C:11]([F:27])[CH:10]=2)[N:5]=[CH:4][N:3]=1)=[N+:29]=[N-:30]. (5) Given the reactants [Cl:1][C:2]1[CH:3]=[C:4]2[C:8](=[CH:9][CH:10]=1)[NH:7][C:6](=[O:11])[CH2:5]2.[H-].[Na+].[Cl:14][C:15]1[CH:38]=[CH:37][C:36]([C:39]([F:42])([F:41])[F:40])=[CH:35][C:16]=1[C:17]([NH:19][CH:20]1[CH2:25][CH2:24][CH:23]([CH2:26]OS(C(F)(F)F)(=O)=O)[CH2:22][CH2:21]1)=[O:18], predict the reaction product. The product is: [Cl:14][C:15]1[CH:38]=[CH:37][C:36]([C:39]([F:40])([F:41])[F:42])=[CH:35][C:16]=1[C:17]([NH:19][C@H:20]1[CH2:25][CH2:24][C@H:23]([CH2:26][N:7]2[C:8]3[C:4](=[CH:3][C:2]([Cl:1])=[CH:10][CH:9]=3)[CH2:5][C:6]2=[O:11])[CH2:22][CH2:21]1)=[O:18]. (6) Given the reactants Cl[C:2]1[N:7]=[CH:6][N:5]=[C:4]([NH:8][C:9]2[CH:10]=[C:11]([CH2:15][S:16]([NH2:19])(=[O:18])=[O:17])[CH:12]=[CH:13][CH:14]=2)[N:3]=1.Cl.[N:21]1[C:26]2[CH2:27][CH2:28][NH:29][CH2:30][C:25]=2[CH:24]=[N:23][CH:22]=1, predict the reaction product. The product is: [N:21]1[C:26]2[CH2:27][CH2:28][N:29]([C:2]3[N:7]=[CH:6][N:5]=[C:4]([NH:8][C:9]4[CH:10]=[C:11]([CH2:15][S:16]([NH2:19])(=[O:18])=[O:17])[CH:12]=[CH:13][CH:14]=4)[N:3]=3)[CH2:30][C:25]=2[CH:24]=[N:23][CH:22]=1.